Task: Predict which catalyst facilitates the given reaction.. Dataset: Catalyst prediction with 721,799 reactions and 888 catalyst types from USPTO (1) Reactant: [F:1][CH2:2][CH2:3][N:4]1[C:16]2[CH2:15][CH2:14][CH2:13][CH:12]([C:17]([OH:19])=O)[C:11]=2[C:10]2[C:5]1=[CH:6][CH:7]=[CH:8][CH:9]=2.C(Cl)(=O)C([Cl:23])=O.CN(C=O)C. Product: [F:1][CH2:2][CH2:3][N:4]1[C:16]2[CH2:15][CH2:14][CH2:13][CH:12]([C:17]([Cl:23])=[O:19])[C:11]=2[C:10]2[C:5]1=[CH:6][CH:7]=[CH:8][CH:9]=2. The catalyst class is: 4. (2) Reactant: [F:1][C:2]1[CH:10]=[C:9]2[C:5]([CH2:6][CH2:7][N:8]2[CH:11]2[CH2:16][CH2:15][NH:14][CH2:13][CH2:12]2)=[CH:4][CH:3]=1.Cl.[Cl:18][C:19]1[N:20]=[N:21][C:22](Cl)=[CH:23][CH:24]=1.CCN(CC)CC. Product: [Cl:18][C:19]1[N:20]=[N:21][C:22]([N:14]2[CH2:15][CH2:16][CH:11]([N:8]3[C:9]4[C:5](=[CH:4][CH:3]=[C:2]([F:1])[CH:10]=4)[CH2:6][CH2:7]3)[CH2:12][CH2:13]2)=[CH:23][CH:24]=1. The catalyst class is: 374. (3) Reactant: [Cl:1][C:2]1[CH:3]=[C:4]([NH2:20])[CH:5]=[C:6]([F:19])[C:7]=1[O:8][C:9]1[CH:10]=[N:11][C:12]2[C:17]([CH:18]=1)=[CH:16][CH:15]=[CH:14][CH:13]=2.[Cl:21][C:22]1[CH:27]=[C:26]([Cl:28])[C:25]([CH3:29])=[CH:24][C:23]=1[S:30](Cl)(=[O:32])=[O:31]. Product: [Cl:1][C:2]1[CH:3]=[C:4]([NH:20][S:30]([C:23]2[CH:24]=[C:25]([CH3:29])[C:26]([Cl:28])=[CH:27][C:22]=2[Cl:21])(=[O:32])=[O:31])[CH:5]=[C:6]([F:19])[C:7]=1[O:8][C:9]1[CH:10]=[N:11][C:12]2[C:17]([CH:18]=1)=[CH:16][CH:15]=[CH:14][CH:13]=2. The catalyst class is: 17. (4) Reactant: [CH3:1][CH:2]([CH3:6])[C@@H:3]([OH:5])[CH3:4].[H-].[Na+].Cl[C:10]1[CH:11]=[CH:12][C:13]2[CH2:14][N:15]([C:21]([O:23][C:24]([CH3:27])([CH3:26])[CH3:25])=[O:22])[CH2:16][CH2:17][O:18][C:19]=2[N:20]=1.O. Product: [CH3:4][C@H:3]([O:5][C:10]1[CH:11]=[CH:12][C:13]2[CH2:14][N:15]([C:21]([O:23][C:24]([CH3:27])([CH3:26])[CH3:25])=[O:22])[CH2:16][CH2:17][O:18][C:19]=2[N:20]=1)[CH:2]([CH3:6])[CH3:1]. The catalyst class is: 733. (5) Reactant: [Cl:1][C:2]1[C:11]2[C:6](=[CH:7][CH:8]=[CH:9][C:10]=2[CH3:12])[N:5]=[C:4]([C:13]2[C:18]([O:19]C)=[CH:17][CH:16]=[CH:15][C:14]=2[F:21])[N:3]=1.B(Br)(Br)Br. Product: [Cl:1][C:2]1[C:7]2[C:6](=[CH:11][C:10]([CH3:12])=[CH:9][CH:8]=2)[N:5]=[C:4]([C:13]2[C:14]([F:21])=[CH:15][CH:16]=[CH:17][C:18]=2[OH:19])[N:3]=1. The catalyst class is: 2.